From a dataset of Peptide-MHC class I binding affinity with 185,985 pairs from IEDB/IMGT. Regression. Given a peptide amino acid sequence and an MHC pseudo amino acid sequence, predict their binding affinity value. This is MHC class I binding data. (1) The peptide sequence is PPPPTPLDIL. The MHC is Mamu-A01 with pseudo-sequence Mamu-A01. The binding affinity (normalized) is 0.490. (2) The peptide sequence is FQWAIQDGI. The MHC is HLA-B48:01 with pseudo-sequence HLA-B48:01. The binding affinity (normalized) is 0.593.